This data is from Reaction yield outcomes from USPTO patents with 853,638 reactions. The task is: Predict the reaction yield, written as a fraction of the theoretical maximum amount of product (1.0 means a 100% yield; for example, 0.34 means a 34% yield). (1) The reactants are [CH3:1][O:2][C:3]([C:5]1[C:10]([O:11][CH3:12])=[C:9]([NH2:13])[N:8]=[C:7](Cl)[N:6]=1)=[O:4].[Cl:15][C:16]1[CH:21]=[CH:20][C:19](B(O)O)=[C:18]([F:25])[C:17]=1[O:26][CH3:27].[F-].[Cs+]. The catalyst is COCCOC.O.C(OCC)(=O)C.Cl[Pd](Cl)([P](C1C=CC=CC=1)(C1C=CC=CC=1)C1C=CC=CC=1)[P](C1C=CC=CC=1)(C1C=CC=CC=1)C1C=CC=CC=1. The product is [CH3:1][O:2][C:3]([C:5]1[C:10]([O:11][CH3:12])=[C:9]([NH2:13])[N:8]=[C:7]([C:19]2[CH:20]=[CH:21][C:16]([Cl:15])=[C:17]([O:26][CH3:27])[C:18]=2[F:25])[N:6]=1)=[O:4]. The yield is 0.511. (2) The reactants are [CH:1]([C:4]1[CH:5]=[C:6]([OH:10])[CH:7]=[CH:8][CH:9]=1)([CH3:3])[CH3:2].[Cl:11][C:12]1[C:17]([N+:18]([O-:20])=[O:19])=[CH:16][C:15]([CH3:21])=[C:14](F)[CH:13]=1.C(=O)([O-])[O-].[K+].[K+]. The product is [CH:1]([C:4]1[CH:5]=[C:6]([CH:7]=[CH:8][CH:9]=1)[O:10][C:14]1[C:15]([CH3:21])=[CH:16][C:17]([N+:18]([O-:20])=[O:19])=[C:12]([Cl:11])[CH:13]=1)([CH3:3])[CH3:2]. The catalyst is CN(C)C=O. The yield is 0.465. (3) The catalyst is ClCCl.C(OCC)(=O)C.CN(C)C=O. The product is [C:1]([C:3]1[C:4]([CH2:20][CH:21]([CH3:22])[CH3:23])=[N:5][C:6]([CH3:19])=[C:7]([C:11]=1[C:12]1[CH:13]=[CH:14][C:15]([CH3:18])=[CH:16][CH:17]=1)[C:8]([N:43]([CH:44]1[CH2:45][CH2:46][CH2:47][CH2:48][CH2:49]1)[CH:37]1[CH2:42][CH2:41][CH2:40][CH2:39][CH2:38]1)=[O:10])#[N:2]. The yield is 0.110. The reactants are [C:1]([C:3]1[C:4]([CH2:20][CH:21]([CH3:23])[CH3:22])=[N:5][C:6]([CH3:19])=[C:7]([C:11]=1[C:12]1[CH:17]=[CH:16][C:15]([CH3:18])=[CH:14][CH:13]=1)[C:8]([OH:10])=O)#[N:2].C(Cl)(=O)C(Cl)=O.C(N(CC)CC)C.[CH:37]1([NH:43][CH:44]2[CH2:49][CH2:48][CH2:47][CH2:46][CH2:45]2)[CH2:42][CH2:41][CH2:40][CH2:39][CH2:38]1. (4) The reactants are [C:1]1([C:7]#[C:8][C:9]2[S:13][C:12]([C:14]([NH:16][C@@H:17]([CH2:22][N+:23]([CH3:26])([CH3:25])[CH3:24])[CH2:18][C:19]([O-:21])=[O:20])=[O:15])=[CH:11][CH:10]=2)[CH:6]=[CH:5][CH:4]=[CH:3][CH:2]=1. The catalyst is CO. The product is [CH2:8]([C:9]1[S:13][C:12]([C:14]([NH:16][C@@H:17]([CH2:22][N+:23]([CH3:26])([CH3:25])[CH3:24])[CH2:18][C:19]([O-:21])=[O:20])=[O:15])=[CH:11][CH:10]=1)[CH2:7][C:1]1[CH:2]=[CH:3][CH:4]=[CH:5][CH:6]=1. The yield is 0.880. (5) The reactants are BrC[C:3]1[CH:4]=[C:5]([CH:8]=[CH:9][CH:10]=1)[C:6]#[N:7].[CH3:11][C:12]([O:15][C:16]([NH:18][C:19]([O:21][C:22]([CH3:25])([CH3:24])[CH3:23])=[O:20])=[O:17])([CH3:14])[CH3:13].C(=O)([O-])[O-].[Cs+].[Cs+]. The catalyst is C1COCC1.[I-].[Li+]. The product is [C:22]([O:21][C:19]([N:18]([C:16]([O:15][C:12]([CH3:14])([CH3:13])[CH3:11])=[O:17])[C:3]1[CH:4]=[C:5]([CH:8]=[CH:9][CH:10]=1)[C:6]#[N:7])=[O:20])([CH3:25])([CH3:24])[CH3:23]. The yield is 0.870. (6) The reactants are Cl[C:2]1[CH:3]=[C:4]([C:9]2[C:18]([CH3:19])=[N:17][C:16]3[C:11](=[CH:12][CH:13]=[CH:14][CH:15]=3)[N:10]=2)[CH:5]=[C:6](Cl)[CH:7]=1.[CH3:20][CH:21]([CH3:26])[CH2:22]B(O)O.P([O-])([O-])([O-])=O.[K+].[K+].[K+].C1(P(C2CCCCC2)[C:42]2C=CC=[CH:44][C:43]=2[C:48]2C(OC)=CC=CC=2OC)CCCCC1. The catalyst is C1(C)C=CC=CC=1. The product is [CH3:20][CH:21]([CH3:26])[CH2:22][C:2]1[CH:3]=[C:4]([C:9]2[C:18]([CH3:19])=[N:17][C:16]3[C:11](=[CH:12][CH:13]=[CH:14][CH:15]=3)[N:10]=2)[CH:5]=[C:6]([CH2:42][CH:43]([CH3:48])[CH3:44])[CH:7]=1. The yield is 0.820. (7) The reactants are [NH2:1][C@H:2]1[CH2:11][CH2:10][C:9]2[C:8]([S:12]([NH:15][C:16]3[CH:21]=[CH:20][CH:19]=[CH:18][CH:17]=3)(=[O:14])=[O:13])=[CH:7][CH:6]=[C:5]([O:22][CH3:23])[C:4]=2[CH2:3]1.C(N(CC)CC)C.Cl[C:32]([O:34][CH2:35][CH3:36])=[O:33]. The catalyst is ClCCl. The product is [NH:15]([S:12]([C:8]1[CH:7]=[CH:6][C:5]([O:22][CH3:23])=[C:4]2[C:9]=1[CH2:10][CH2:11][C@H:2]([NH:1][C:32](=[O:33])[O:34][CH2:35][CH3:36])[CH2:3]2)(=[O:13])=[O:14])[C:16]1[CH:17]=[CH:18][CH:19]=[CH:20][CH:21]=1. The yield is 0.520. (8) The reactants are [C:1]([C:3]1[CH:4]=[C:5]([N:10]([CH2:15][C:16]2[CH:21]=[CH:20][CH:19]=[C:18](I)[CH:17]=2)[C:11](=[O:14])[CH2:12][CH3:13])[CH:6]=[C:7]([F:9])[CH:8]=1)#[N:2].[N:23]1[CH:28]=[CH:27][C:26](B(O)O)=[CH:25][CH:24]=1. No catalyst specified. The product is [C:1]([C:3]1[CH:4]=[C:5]([N:10]([CH2:15][C:16]2[CH:21]=[CH:20][CH:19]=[C:18]([C:25]3[CH:24]=[N:23][CH:28]=[CH:27][CH:26]=3)[CH:17]=2)[C:11](=[O:14])[CH2:12][CH3:13])[CH:6]=[C:7]([F:9])[CH:8]=1)#[N:2]. The yield is 0.840. (9) The reactants are [Na:1].N1C(N)=C2C(N(C([C@@H]([C@H](CO)OCP(O)(O)=O)O)=O)C=N2)=NC=1.[N:25]1([C:33]([C@@H:35]([C@H:37]([CH2:50][OH:51])[O:38][CH2:39][P:40]([O:46]C(C)C)([O:42]C(C)C)=[O:41])[OH:36])=[O:34])[CH:32]=[CH:31][C:29]([NH2:30])=[N:28][C:26]1=[O:27]. No catalyst specified. The product is [Na:1].[N:25]1([C:33]([C@@H:35]([C@H:37]([CH2:50][OH:51])[O:38][CH2:39][P:40]([OH:42])([OH:46])=[O:41])[OH:36])=[O:34])[CH:32]=[CH:31][C:29]([NH2:30])=[N:28][C:26]1=[O:27]. The yield is 0.430. (10) The reactants are [Br:1][C:2]1[CH:7]=[CH:6][C:5]([CH2:8][C@@H:9]([NH:14][C:15]([O:17][C:18]([CH3:21])([CH3:20])[CH3:19])=[O:16])[CH2:10][C:11]([OH:13])=[O:12])=[CH:4][CH:3]=1.C([O-])(O)=O.[Na+].[CH2:27](Br)[C:28]1[CH:33]=[CH:32][CH:31]=[CH:30][CH:29]=1. The catalyst is CN(C=O)C.O. The product is [Br:1][C:2]1[CH:3]=[CH:4][C:5]([CH2:8][C@@H:9]([NH:14][C:15]([O:17][C:18]([CH3:21])([CH3:20])[CH3:19])=[O:16])[CH2:10][C:11]([O:13][CH2:27][C:28]2[CH:33]=[CH:32][CH:31]=[CH:30][CH:29]=2)=[O:12])=[CH:6][CH:7]=1. The yield is 0.890.